This data is from Full USPTO retrosynthesis dataset with 1.9M reactions from patents (1976-2016). The task is: Predict the reactants needed to synthesize the given product. Given the product [Br-:1].[Br-:1].[CH2:17]([N:21]([CH2:30][CH2:31][CH2:32][CH3:33])[C:22]1[CH:23]=[CH:24][C:25](/[CH:26]=[CH:3]/[C:4]2[CH:5]=[CH:6][N+:7]([CH2:10][CH2:11][CH2:12][N+:13]([CH3:14])([CH3:16])[CH3:15])=[CH:8][CH:9]=2)=[CH:28][CH:29]=1)[CH2:18][CH2:19][CH3:20], predict the reactants needed to synthesize it. The reactants are: [Br-:1].[Br-].[CH3:3][C:4]1[CH:9]=[CH:8][N+:7]([CH2:10][CH2:11][CH2:12][N+:13]([CH3:16])([CH3:15])[CH3:14])=[CH:6][CH:5]=1.[CH2:17]([N:21]([CH2:30][CH2:31][CH2:32][CH3:33])[C:22]1[CH:29]=[CH:28][C:25]([CH:26]=O)=[CH:24][CH:23]=1)[CH2:18][CH2:19][CH3:20].